This data is from Forward reaction prediction with 1.9M reactions from USPTO patents (1976-2016). The task is: Predict the product of the given reaction. (1) Given the reactants [Cl:1][C:2]1[C:7]([F:8])=[CH:6][CH:5]=[CH:4][C:3]=1[NH:9][C:10]1[N:15]2[N:16]=[CH:17][C:18]([C:19](O)=[O:20])=[C:14]2[N:13]=[CH:12][C:11]=1[C:22]([N:24]1[CH2:29][CH2:28][CH:27]([C:30]2[CH:35]=[CH:34][CH:33]=[CH:32][CH:31]=2)[CH2:26][CH2:25]1)=[O:23].[CH2:36]([S:38]([NH2:41])(=[O:40])=[O:39])[CH3:37], predict the reaction product. The product is: [Cl:1][C:2]1[C:7]([F:8])=[CH:6][CH:5]=[CH:4][C:3]=1[NH:9][C:10]1[N:15]2[N:16]=[CH:17][C:18]([C:19]([NH:41][S:38]([CH2:36][CH3:37])(=[O:40])=[O:39])=[O:20])=[C:14]2[N:13]=[CH:12][C:11]=1[C:22]([N:24]1[CH2:25][CH2:26][CH:27]([C:30]2[CH:35]=[CH:34][CH:33]=[CH:32][CH:31]=2)[CH2:28][CH2:29]1)=[O:23]. (2) Given the reactants [Br:1][C:2]1[CH:3]=[C:4]([CH:10]=[CH:11][C:12]=1[F:13])[O:5][CH2:6][C@H:7]1[CH2:9][O:8]1.[CH3:14][NH2:15], predict the reaction product. The product is: [Br:1][C:2]1[CH:3]=[C:4]([CH:10]=[CH:11][C:12]=1[F:13])[O:5][CH2:6][C@H:7]([OH:8])[CH2:9][NH:15][CH3:14]. (3) Given the reactants [C:1]([N:20]1[CH2:25][CH2:24][CH:23]([CH3:26])[CH:22]([NH:27][CH3:28])[CH2:21]1)([C:14]1[CH:19]=[CH:18][CH:17]=[CH:16][CH:15]=1)([C:8]1[CH:13]=[CH:12][CH:11]=[CH:10][CH:9]=1)[C:2]1[CH:7]=[CH:6][CH:5]=[CH:4][CH:3]=1.[ClH:29].C(OC(=O)C)C, predict the reaction product. The product is: [ClH:29].[C:1]([N:20]1[CH2:25][CH2:24][CH:23]([CH3:26])[CH:22]([NH:27][CH3:28])[CH2:21]1)([C:8]1[CH:9]=[CH:10][CH:11]=[CH:12][CH:13]=1)([C:14]1[CH:19]=[CH:18][CH:17]=[CH:16][CH:15]=1)[C:2]1[CH:7]=[CH:6][CH:5]=[CH:4][CH:3]=1. (4) Given the reactants [C:1]([C:3]1[C:4]([CH2:20][CH:21]([CH3:23])[CH3:22])=[N:5][C:6]([CH3:19])=[C:7]([C:11]=1[C:12]1[CH:17]=[CH:16][C:15]([CH3:18])=[CH:14][CH:13]=1)[C:8]([OH:10])=O)#[N:2].C(Cl)(=O)C(Cl)=O.C(N(CC)CC)C.[CH:37]1([NH:43][CH:44]2[CH2:49][CH2:48][CH2:47][CH2:46][CH2:45]2)[CH2:42][CH2:41][CH2:40][CH2:39][CH2:38]1, predict the reaction product. The product is: [C:1]([C:3]1[C:4]([CH2:20][CH:21]([CH3:22])[CH3:23])=[N:5][C:6]([CH3:19])=[C:7]([C:11]=1[C:12]1[CH:13]=[CH:14][C:15]([CH3:18])=[CH:16][CH:17]=1)[C:8]([N:43]([CH:44]1[CH2:45][CH2:46][CH2:47][CH2:48][CH2:49]1)[CH:37]1[CH2:42][CH2:41][CH2:40][CH2:39][CH2:38]1)=[O:10])#[N:2].